Dataset: Forward reaction prediction with 1.9M reactions from USPTO patents (1976-2016). Task: Predict the product of the given reaction. (1) Given the reactants [CH3:1][O:2][C:3](=[O:19])[CH2:4][C:5]1([NH:11][C:12]2[CH:17]=[CH:16][CH:15]=[CH:14][C:13]=2[NH2:18])[CH2:10][CH2:9][CH2:8][CH2:7][CH2:6]1.[C:20](N1C=CN=C1)(N1C=CN=C1)=[O:21], predict the reaction product. The product is: [CH3:1][O:2][C:3](=[O:19])[CH2:4][C:5]1([N:11]2[C:12]3[CH:17]=[CH:16][CH:15]=[CH:14][C:13]=3[NH:18][C:20]2=[O:21])[CH2:10][CH2:9][CH2:8][CH2:7][CH2:6]1. (2) Given the reactants [CH3:1][O:2][C:3](=[O:18])[C:4]([C:7]1[C:15]2[C:10](=[CH:11][CH:12]=[C:13]([F:16])[CH:14]=2)[N:9]([NH2:17])[CH:8]=1)([CH3:6])[CH3:5].[F:19][C:20]1[CH:21]=[C:22]([C:26]2[N:31]=[C:30]([CH3:32])[C:29]([C:33](O)=[O:34])=[CH:28][N:27]=2)[CH:23]=[CH:24][CH:25]=1.C[N+]1(C2N=C(OC)N=C(OC)N=2)CCOCC1.[Cl-], predict the reaction product. The product is: [CH3:1][O:2][C:3](=[O:18])[C:4]([C:7]1[C:15]2[C:10](=[CH:11][CH:12]=[C:13]([F:16])[CH:14]=2)[N:9]([NH:17][C:33]([C:29]2[C:30]([CH3:32])=[N:31][C:26]([C:22]3[CH:23]=[CH:24][CH:25]=[C:20]([F:19])[CH:21]=3)=[N:27][CH:28]=2)=[O:34])[CH:8]=1)([CH3:6])[CH3:5]. (3) The product is: [O:1]1[CH:5]=[CH:4][C:3]([C:6]2[CH:11]=[C:10]([CH3:12])[CH:9]=[C:8]([CH3:13])[C:7]=2[O:14][CH2:16][C:17]([O:19][CH3:20])=[O:18])=[CH:2]1. Given the reactants [O:1]1[CH:5]=[CH:4][C:3]([C:6]2[CH:11]=[C:10]([CH3:12])[CH:9]=[C:8]([CH3:13])[C:7]=2[OH:14])=[CH:2]1.Br[CH2:16][C:17]([O:19][CH3:20])=[O:18].C(=O)([O-])[O-].[Cs+].[Cs+], predict the reaction product.